This data is from Reaction yield outcomes from USPTO patents with 853,638 reactions. The task is: Predict the reaction yield, written as a fraction of the theoretical maximum amount of product (1.0 means a 100% yield; for example, 0.34 means a 34% yield). The reactants are [NH2:1][C:2]1[N:7]=[C:6]([Cl:8])[C:5]([Br:9])=[C:4](Cl)[N:3]=1.[Cl:11][C:12]1[CH:13]=[CH:14][C:15]([O:21][CH3:22])=[C:16](B(O)O)[CH:17]=1.C1(P(C2C=CC=CC=2)C2C=CC=CC=2)C=CC=CC=1.C(=O)([O-])[O-].[Na+].[Na+]. The catalyst is O.C([O-])(=O)C.[Pd+2].C([O-])(=O)C.C(COC)OC. The product is [Br:9][C:5]1[C:6]([Cl:8])=[N:7][C:2]([NH2:1])=[N:3][C:4]=1[C:14]1[CH:13]=[C:12]([Cl:11])[CH:17]=[CH:16][C:15]=1[O:21][CH3:22]. The yield is 0.230.